This data is from Reaction yield outcomes from USPTO patents with 853,638 reactions. The task is: Predict the reaction yield, written as a fraction of the theoretical maximum amount of product (1.0 means a 100% yield; for example, 0.34 means a 34% yield). (1) The reactants are [CH3:1][C:2]1[CH:3]=[C:4]([CH:8]([C:10]2[CH:11]=[N:12][CH:13]=[CH:14][C:15]=2[CH3:16])[OH:9])[O:5][C:6]=1[CH3:7]. The catalyst is C(Cl)(Cl)Cl.[O-2].[O-2].[Mn+4]. The product is [CH3:1][C:2]1[CH:3]=[C:4]([C:8]([C:10]2[CH:11]=[N:12][CH:13]=[CH:14][C:15]=2[CH3:16])=[O:9])[O:5][C:6]=1[CH3:7]. The yield is 0.880. (2) The reactants are [NH2:1][C:2]1[CH:7]=[CH:6][C:5]([C:8]2[N:13]=[C:12]([N:14]3[CH2:19][CH2:18][O:17][CH2:16][CH2:15]3)[N:11]=[C:10]([C:20]3[CH:25]=[CH:24][C:23]([NH:26][C:27]([NH:29][CH3:30])=[O:28])=[CH:22][CH:21]=3)[N:9]=2)=[CH:4][CH:3]=1.[N:31]1[CH:36]=[CH:35][C:34]([NH:37][C:38](=[O:46])OC2C=CC=CC=2)=[CH:33][CH:32]=1. No catalyst specified. The product is [CH3:30][NH:29][C:27]([NH:26][C:23]1[CH:22]=[CH:21][C:20]([C:10]2[N:11]=[C:12]([N:14]3[CH2:15][CH2:16][O:17][CH2:18][CH2:19]3)[N:13]=[C:8]([C:5]3[CH:4]=[CH:3][C:2]([NH:1][C:38](=[O:46])[NH:37][C:34]4[CH:33]=[CH:32][N:31]=[CH:36][CH:35]=4)=[CH:7][CH:6]=3)[N:9]=2)=[CH:25][CH:24]=1)=[O:28]. The yield is 0.0390. (3) The reactants are FC(F)(F)C(O)=O.[CH3:8][C@@H:9]([C:16]([OH:18])=[O:17])[CH2:10][C@@H:11]([C:13]([OH:15])=[O:14])[NH2:12].Cl[C:20]([O:22][CH2:23][C:24]1[CH:29]=[CH:28][CH:27]=[CH:26][CH:25]=1)=[O:21].Cl. The catalyst is [OH-].[Na+]. The product is [CH2:23]([O:22][C:20]([NH:12][C@H:11]([C:13]([OH:15])=[O:14])[CH2:10][C@@H:9]([CH3:8])[C:16]([OH:18])=[O:17])=[O:21])[C:24]1[CH:29]=[CH:28][CH:27]=[CH:26][CH:25]=1. The yield is 0.400. (4) The reactants are C(Br)C1C=CC=CC=1.Br[CH2:10][C:11]1[CH:20]=[CH:19][C:14]([C:15]([O:17][CH3:18])=[O:16])=[CH:13][CH:12]=1.[C:21]([C:24]1[S:28][C:27]([N:29]2[CH2:33][CH2:32][NH:31][C:30]2=[O:34])=[N:26][C:25]=1[CH3:35])(=[O:23])[CH3:22]. No catalyst specified. The product is [C:21]([C:24]1[S:28][C:27]([N:29]2[CH2:33][CH2:32][N:31]([CH2:10][C:11]3[CH:20]=[CH:19][C:14]([C:15]([O:17][CH3:18])=[O:16])=[CH:13][CH:12]=3)[C:30]2=[O:34])=[N:26][C:25]=1[CH3:35])(=[O:23])[CH3:22]. The yield is 0.600. (5) The reactants are [CH3:1][C:2]1[C:6]2[C:7](=[O:19])[N:8]([CH2:11][CH2:12][N:13]3[CH2:18][CH2:17][CH2:16][CH2:15][CH2:14]3)[CH2:9][CH2:10][C:5]=2[NH:4][C:3]=1[CH:20]=O.[CH3:22][O:23][C:24]1[CH:32]=[C:31]2[C:27]([CH2:28][C:29](=[O:33])[NH:30]2)=[CH:26][CH:25]=1. No catalyst specified. The product is [CH3:22][O:23][C:24]1[CH:32]=[C:31]2[C:27]([C:28](=[CH:20][C:3]3[NH:4][C:5]4[CH2:10][CH2:9][N:8]([CH2:11][CH2:12][N:13]5[CH2:14][CH2:15][CH2:16][CH2:17][CH2:18]5)[C:7](=[O:19])[C:6]=4[C:2]=3[CH3:1])[C:29](=[O:33])[NH:30]2)=[CH:26][CH:25]=1. The yield is 0.618.